Dataset: Full USPTO retrosynthesis dataset with 1.9M reactions from patents (1976-2016). Task: Predict the reactants needed to synthesize the given product. (1) Given the product [C:1]([O:5][C:6](=[O:10])[C:7]([Cl:9])=[O:8])([CH3:4])([CH3:3])[CH3:2], predict the reactants needed to synthesize it. The reactants are: [C:1]([OH:5])([CH3:4])([CH3:3])[CH3:2].[C:6](Cl)(=[O:10])[C:7]([Cl:9])=[O:8]. (2) Given the product [Br:1][C:2]1[CH:7]=[CH:6][C:5]([C:8]2([C:11]([NH:21][CH:15]3[CH2:20][CH2:19][CH2:18][CH2:17][CH2:16]3)=[O:12])[CH2:10][CH2:9]2)=[C:4]([F:14])[CH:3]=1, predict the reactants needed to synthesize it. The reactants are: [Br:1][C:2]1[CH:7]=[CH:6][C:5]([C:8]2([C:11](Cl)=[O:12])[CH2:10][CH2:9]2)=[C:4]([F:14])[CH:3]=1.[CH:15]1([NH2:21])[CH2:20][CH2:19][CH2:18][CH2:17][CH2:16]1.C(N(CC)CC)C.C(Cl)Cl. (3) Given the product [Si:1]([O:8][CH2:9][C@H:10]1[CH2:12][C@:11]1([CH2:13][OH:14])[C:15]1[CH:20]=[CH:19][CH:18]=[CH:17][N:16]=1)([C:4]([CH3:7])([CH3:6])[CH3:5])([CH3:3])[CH3:2], predict the reactants needed to synthesize it. The reactants are: [Si:1]([O:8][CH2:9][C@H:10]1[CH2:12][C@@:11]1([C:15]1[CH:20]=[CH:19][CH:18]=[CH:17][N:16]=1)[CH:13]=[O:14])([C:4]([CH3:7])([CH3:6])[CH3:5])([CH3:3])[CH3:2].[BH4-].[Na+]. (4) Given the product [CH2:1]([O:3][C:4]1[CH:12]=[CH:11][C:10]([S:13]([N:16]2[CH2:17][CH2:18][N:19]([CH3:22])[CH2:20][CH2:21]2)(=[O:15])=[O:14])=[CH:9][C:5]=1[C:6]([O:8][CH2:24][CH3:25])=[O:7])[CH3:2], predict the reactants needed to synthesize it. The reactants are: [CH2:1]([O:3][C:4]1[CH:12]=[CH:11][C:10]([S:13]([N:16]2[CH2:21][CH2:20][N:19]([CH3:22])[CH2:18][CH2:17]2)(=[O:15])=[O:14])=[CH:9][C:5]=1[C:6]([OH:8])=[O:7])[CH3:2].Cl.[CH2:24](O)[CH3:25]. (5) The reactants are: [Br:1][C:2]1[CH:11]=[C:10]2[C:5]([C:6](=[O:17])[C:7]([C:12]([O:14][CH2:15][CH3:16])=[O:13])=[CH:8][NH:9]2)=[CH:4][CH:3]=1.C(=O)([O-])[O-].[K+].[K+].[CH2:24](Br)[CH3:25]. Given the product [Br:1][C:2]1[CH:11]=[C:10]2[C:5]([C:6](=[O:17])[C:7]([C:12]([O:14][CH2:15][CH3:16])=[O:13])=[CH:8][N:9]2[CH2:24][CH3:25])=[CH:4][CH:3]=1, predict the reactants needed to synthesize it.